From a dataset of Reaction yield outcomes from USPTO patents with 853,638 reactions. Predict the reaction yield, written as a fraction of the theoretical maximum amount of product (1.0 means a 100% yield; for example, 0.34 means a 34% yield). (1) The product is [CH:1]1[C:10]2[C:5](=[CH:6][CH:7]=[CH:8][CH:9]=2)[CH:4]=[CH:3][C:2]=1[CH2:11][N:12]1[CH:17]=[CH:16][CH:15]=[C:14]([C:18]([OH:20])=[O:19])[C:13]1=[O:22]. The reactants are [CH:1]1[C:10]2[C:5](=[CH:6][CH:7]=[CH:8][CH:9]=2)[CH:4]=[CH:3][C:2]=1[CH2:11][N:12]1[CH:17]=[CH:16][CH:15]=[C:14]([C:18]([O:20]C)=[O:19])[C:13]1=[O:22].C1COCC1.CO.[OH-].[Na+]. The catalyst is O. The yield is 0.960. (2) The reactants are [CH2:1]([N:8]1[C:13]([CH3:14])=[CH:12][C:11]([C:15]([OH:17])=O)=[C:10]([O:18][CH2:19][C:20]2[CH:25]=[CH:24][CH:23]=[CH:22][CH:21]=2)[C:9]1=[O:26])[C:2]1[CH:7]=[CH:6][CH:5]=[CH:4][CH:3]=1.[SH:27][C:28]1[S:29][CH2:30][CH2:31][N:32]=1.CN(C1C=CC=CN=1)C.C1(N=C=NC2CCCCC2)CCCCC1. The catalyst is C(Cl)Cl. The product is [CH2:1]([N:8]1[C:13]([CH3:14])=[CH:12][C:11]([C:15]([N:32]2[CH2:31][CH2:30][S:29][C:28]2=[S:27])=[O:17])=[C:10]([O:18][CH2:19][C:20]2[CH:21]=[CH:22][CH:23]=[CH:24][CH:25]=2)[C:9]1=[O:26])[C:2]1[CH:3]=[CH:4][CH:5]=[CH:6][CH:7]=1. The yield is 0.740. (3) The reactants are [N:1]1([C:7]([O:9][C:10]([CH3:13])([CH3:12])[CH3:11])=[O:8])[CH2:6][CH2:5][CH2:4][CH2:3][CH2:2]1.CN(C)CCN(C)C.CC(C)C[Li].[O:27]=[C:28]1[CH2:31][N:30]([C:32]([O:34][CH2:35][C:36]2[CH:41]=[CH:40][CH:39]=[CH:38][CH:37]=2)=[O:33])[CH2:29]1. The catalyst is C(OCC)C. The product is [OH:27][C:28]1([CH:2]2[CH2:3][CH2:4][CH2:5][CH2:6][N:1]2[C:7]([O:9][C:10]([CH3:13])([CH3:12])[CH3:11])=[O:8])[CH2:29][N:30]([C:32]([O:34][CH2:35][C:36]2[CH:41]=[CH:40][CH:39]=[CH:38][CH:37]=2)=[O:33])[CH2:31]1. The yield is 0.130. (4) The reactants are [Cl:1][C:2]1[CH:7]=[CH:6][CH:5]=[CH:4][C:3]=1[CH:8]([OH:12])[CH:9]([CH3:11])[CH3:10].C1C=C[NH+]=CC=1.[O-][Cr](Cl)(=O)=O. The catalyst is CCOCC. The product is [Cl:1][C:2]1[CH:7]=[CH:6][CH:5]=[CH:4][C:3]=1[C:8](=[O:12])[CH:9]([CH3:10])[CH3:11]. The yield is 0.820. (5) The reactants are [Cl:1][C:2]1[CH:7]=[CH:6][C:5]([S:8]([C:10]2[C:11]([C:36]#[N:37])=[C:12]([C:26]3[CH:31]=[CH:30][N:29]=[C:28]([NH:32][C:33](=[O:35])[CH3:34])[CH:27]=3)[S:13][C:14]=2[C:15]2[N:19]=[CH:18][N:17](C3CCCCO3)[N:16]=2)=[O:9])=[CH:4][CH:3]=1.C(O)(C(F)(F)F)=O. No catalyst specified. The product is [Cl:1][C:2]1[CH:7]=[CH:6][C:5]([S:8]([C:10]2[C:11]([C:36]#[N:37])=[C:12]([C:26]3[CH:31]=[CH:30][N:29]=[C:28]([NH:32][C:33](=[O:35])[CH3:34])[CH:27]=3)[S:13][C:14]=2[C:15]2[NH:19][CH:18]=[N:17][N:16]=2)=[O:9])=[CH:4][CH:3]=1. The yield is 0.419.